Predict the reaction yield, written as a fraction of the theoretical maximum amount of product (1.0 means a 100% yield; for example, 0.34 means a 34% yield). From a dataset of Reaction yield outcomes from USPTO patents with 853,638 reactions. The reactants are [C:1]([OH:10])(=[O:9])/[CH:2]=[CH:3]\[CH:4]=[CH:5]\[C:6]([OH:8])=[O:7].II. The catalyst is C1COCC1. The product is [C:1]([OH:10])(=[O:9])/[CH:2]=[CH:3]/[CH:4]=[CH:5]/[C:6]([OH:8])=[O:7]. The yield is 0.840.